Dataset: Full USPTO retrosynthesis dataset with 1.9M reactions from patents (1976-2016). Task: Predict the reactants needed to synthesize the given product. (1) Given the product [CH3:28][O:19][C:18](=[O:20])/[C:17](/[C:21]1[CH:22]=[CH:23][C:24]([OH:27])=[CH:25][CH:26]=1)=[CH:16]\[C:10]1[CH:11]=[C:12]([O:14][CH3:15])[CH:13]=[C:8]([O:7][CH3:6])[CH:9]=1, predict the reactants needed to synthesize it. The reactants are: S(=O)(=O)(O)O.[CH3:6][O:7][C:8]1[CH:9]=[C:10](/[CH:16]=[C:17](/[C:21]2[CH:26]=[CH:25][C:24]([OH:27])=[CH:23][CH:22]=2)\[C:18]([OH:20])=[O:19])[CH:11]=[C:12]([O:14][CH3:15])[CH:13]=1.[CH3:28]O. (2) Given the product [NH2:12][C:10]1[N:9]=[C:8]2[NH:18][CH:19]=[N:20][C:7]2=[C:6]([C:2]2[S:1][CH:5]=[CH:4][CH:3]=2)[CH:11]=1, predict the reactants needed to synthesize it. The reactants are: [S:1]1[CH:5]=[CH:4][CH:3]=[C:2]1[C:6]1[CH:11]=[C:10]([NH:12]C(OCC)=O)[N:9]=[C:8]2[NH:18][CH:19]=[N:20][C:7]=12.[OH-].[K+].[Cl-].[NH4+]. (3) Given the product [O:1]=[C:2]1[N:6]([CH3:35])[C:5]([CH2:17][O:18][CH2:19][CH:20]=[CH2:21])([C:7]2[CH:12]=[CH:11][CH:10]=[C:9]([C:13]([F:15])([F:16])[F:14])[CH:8]=2)[C:4](=[O:22])[N:3]1[C:23]1[CH:30]=[CH:29][C:26]([C:27]#[N:28])=[C:25]([C:31]([F:34])([F:32])[F:33])[CH:24]=1, predict the reactants needed to synthesize it. The reactants are: [O:1]=[C:2]1[NH:6][C:5]([CH2:17][O:18][CH2:19][CH:20]=[CH2:21])([C:7]2[CH:12]=[CH:11][CH:10]=[C:9]([C:13]([F:16])([F:15])[F:14])[CH:8]=2)[C:4](=[O:22])[N:3]1[C:23]1[CH:30]=[CH:29][C:26]([C:27]#[N:28])=[C:25]([C:31]([F:34])([F:33])[F:32])[CH:24]=1.[C:35](=O)([O-])[O-].[K+].[K+].CI. (4) The reactants are: [CH3:1][O:2][C:3](=[O:16])[CH2:4][C:5]1[CH:10]=[C:9]([CH3:11])[CH:8]=[C:7]([S:12]([Cl:15])(=[O:14])=[O:13])[CH:6]=1.C1C(=O)N([Br:24])C(=O)C1. Given the product [CH3:1][O:2][C:3](=[O:16])[CH2:4][C:5]1[CH:6]=[C:7]([S:12]([Cl:15])(=[O:13])=[O:14])[CH:8]=[C:9]([CH2:11][Br:24])[CH:10]=1, predict the reactants needed to synthesize it.